This data is from NCI-60 drug combinations with 297,098 pairs across 59 cell lines. The task is: Regression. Given two drug SMILES strings and cell line genomic features, predict the synergy score measuring deviation from expected non-interaction effect. Synergy scores: CSS=3.24, Synergy_ZIP=-2.30, Synergy_Bliss=-0.861, Synergy_Loewe=-38.0, Synergy_HSA=-10.1. Drug 2: C1=CC=C(C(=C1)C(C2=CC=C(C=C2)Cl)C(Cl)Cl)Cl. Cell line: HL-60(TB). Drug 1: CCC1(CC2CC(C3=C(CCN(C2)C1)C4=CC=CC=C4N3)(C5=C(C=C6C(=C5)C78CCN9C7C(C=CC9)(C(C(C8N6C)(C(=O)OC)O)OC(=O)C)CC)OC)C(=O)OC)O.OS(=O)(=O)O.